From a dataset of Full USPTO retrosynthesis dataset with 1.9M reactions from patents (1976-2016). Predict the reactants needed to synthesize the given product. (1) Given the product [OH:6][C:7]1[CH:8]=[CH:9][C:10]([CH:11]([CH:12]2[C:13](=[O:21])[O:14][C:15]([CH3:20])([CH3:19])[O:16][C:17]2=[O:18])[C:3]#[C:4][CH3:5])=[CH:22][CH:23]=1, predict the reactants needed to synthesize it. The reactants are: Br[Mg][C:3]#[C:4][CH3:5].[OH:6][C:7]1[CH:23]=[CH:22][C:10]([CH:11]=[C:12]2[C:17](=[O:18])[O:16][C:15]([CH3:20])([CH3:19])[O:14][C:13]2=[O:21])=[CH:9][CH:8]=1.OS([O-])(=O)=O.[K+]. (2) Given the product [C:1]([O:5][C:6]([CH2:7][C:8]1[C:9]([CH2:24][CH3:25])=[N:10][N:11]([CH2:15][C:16]2[CH:21]=[CH:20][C:19]([C:42]([OH:44])=[O:43])=[CH:18][C:17]=2[F:23])[C:12]=1[CH2:13][CH3:14])=[O:26])([CH3:4])([CH3:3])[CH3:2], predict the reactants needed to synthesize it. The reactants are: [C:1]([O:5][C:6](=[O:26])[CH2:7][C:8]1[C:9]([CH2:24][CH3:25])=[N:10][N:11]([CH2:15][C:16]2[CH:21]=[CH:20][C:19](Br)=[CH:18][C:17]=2[F:23])[C:12]=1[CH2:13][CH3:14])([CH3:4])([CH3:3])[CH3:2].O1CCOCC1.C(N(C(C)C)CC)(C)C.[C:42](=O)([O-:44])[O-:43].[K+].[K+]. (3) Given the product [C:1]([O:4][CH:5]1[C:6]([O:53][CH:1]([O:4][CH2:5][CH3:17])[CH3:2])([CH3:52])[CH2:7][CH2:8][CH:9]([O:44][Si:45]([CH2:46][CH3:47])([CH2:48][CH3:49])[CH2:50][CH3:51])[CH2:10][C:11]([O:13][CH:14](/[C:19](/[CH3:43])=[CH:20]/[CH:21]=[CH:22]/[C:23]([O:42][CH:57]([O:56][CH2:54][CH3:55])[CH3:58])([CH3:41])[CH2:24][CH:25]2[O:40][CH:26]2[CH:27]([CH3:39])[CH:28]([O:31][Si:32]([CH2:33][CH3:34])([CH2:35][CH3:36])[CH2:37][CH3:38])[CH2:29][CH3:30])[CH:15]([CH3:18])[CH:16]=[CH:17]1)=[O:12])(=[O:3])[CH3:2], predict the reactants needed to synthesize it. The reactants are: [C:1]([O:4][CH:5]1[C:6]([OH:53])([CH3:52])[CH2:7][CH2:8][CH:9]([O:44][Si:45]([CH2:50][CH3:51])([CH2:48][CH3:49])[CH2:46][CH3:47])[CH2:10][C:11]([O:13][CH:14](/[C:19](/[CH3:43])=[CH:20]/[CH:21]=[CH:22]/[C:23]([OH:42])([CH3:41])[CH2:24][CH:25]2[O:40][CH:26]2[CH:27]([CH3:39])[CH:28]([O:31][Si:32]([CH2:37][CH3:38])([CH2:35][CH3:36])[CH2:33][CH3:34])[CH2:29][CH3:30])[CH:15]([CH3:18])[CH:16]=[CH:17]1)=[O:12])(=[O:3])[CH3:2].[CH2:54]([O:56][CH:57]=[CH2:58])[CH3:55]. (4) Given the product [Br:23][C:14]1[C:13]2=[CH:20][N:10]([C:3]3[C:2]([Cl:1])=[CH:7][C:6]([F:8])=[CH:5][C:4]=3[Cl:9])[N:11]=[C:12]2[C:17]([F:18])=[CH:16][N:15]=1, predict the reactants needed to synthesize it. The reactants are: [Cl:1][C:2]1[CH:7]=[C:6]([F:8])[CH:5]=[C:4]([Cl:9])[C:3]=1[N:10]1[CH:20]=[C:13]2[CH:14]=[N+:15]([O-])[CH:16]=[C:17]([F:18])[C:12]2=[N:11]1.P(Br)(Br)([Br:23])=O. (5) Given the product [NH2:19][C:11]1[C:10]([N+:16]([O-:18])=[O:17])=[C:9]([O:8][CH2:1][C:2]2[CH:7]=[CH:6][CH:5]=[CH:4][CH:3]=2)[CH:14]=[CH:13][N:12]=1, predict the reactants needed to synthesize it. The reactants are: [CH2:1]([O:8][C:9]1[CH:14]=[CH:13][N:12]=[C:11](F)[C:10]=1[N+:16]([O-:18])=[O:17])[C:2]1[CH:7]=[CH:6][CH:5]=[CH:4][CH:3]=1.[NH3:19].